Dataset: Forward reaction prediction with 1.9M reactions from USPTO patents (1976-2016). Task: Predict the product of the given reaction. (1) Given the reactants C(OC(=O)[NH:7][CH2:8][CH2:9][C:10]1([C:28]2[CH:33]=[CH:32][CH:31]=[CH:30][CH:29]=2)[N:14]([C:15](=[O:20])[C:16]([CH3:19])([CH3:18])[CH3:17])[N:13]=[C:12]([NH:21][C:22](=[O:27])[C:23]([CH3:26])([CH3:25])[CH3:24])[S:11]1)(C)(C)C.[F:35][C:36]([F:41])([F:40])[C:37]([OH:39])=[O:38], predict the reaction product. The product is: [F:35][C:36]([F:41])([F:40])[C:37]([O-:39])=[O:38].[NH2:7][CH2:8][CH2:9][C:10]1([C:28]2[CH:29]=[CH:30][CH:31]=[CH:32][CH:33]=2)[S:11][C:12]([NH:21][C:22](=[O:27])[C:23]([CH3:24])([CH3:25])[CH3:26])=[N:13][N:14]1[C:15](=[O:20])[C:16]([CH3:19])([CH3:17])[CH3:18]. (2) Given the reactants [C:1]([N:9]=[C:10]=[S:11])(=[O:8])[C:2]1[CH:7]=[CH:6][CH:5]=[CH:4][CH:3]=1.[NH2:12][C@@:13]1([C:30]2[CH:35]=[CH:34][C:33]([F:36])=[CH:32][C:31]=2[F:37])[CH2:18][O:17][C@@H:16]([CH2:19][O:20][CH2:21][C:22]2[CH:27]=[CH:26][CH:25]=[CH:24][CH:23]=2)[CH2:15][C@H:14]1[CH2:28][OH:29], predict the reaction product. The product is: [CH2:21]([O:20][CH2:19][C@@H:16]1[O:17][CH2:18][C@@:13]([NH:12][C:10]([NH:9][C:1](=[O:8])[C:2]2[CH:7]=[CH:6][CH:5]=[CH:4][CH:3]=2)=[S:11])([C:30]2[CH:35]=[CH:34][C:33]([F:36])=[CH:32][C:31]=2[F:37])[C@H:14]([CH2:28][OH:29])[CH2:15]1)[C:22]1[CH:27]=[CH:26][CH:25]=[CH:24][CH:23]=1. (3) Given the reactants [CH3:1][N:2]([CH3:61])[CH2:3][CH2:4][CH2:5][NH:6][C:7]([C:9]1[CH:14]=[CH:13][C:12]([C:15]2[CH:20]=[CH:19][C:18]([CH2:21][C@H:22]([NH:42][C:43]([C@H:45]3[CH2:50][CH2:49][C@H:48]([CH2:51][NH:52]C(=O)OC(C)(C)C)[CH2:47][CH2:46]3)=[O:44])[C:23](=[O:41])[NH:24][C:25]3[CH:40]=[CH:39][C:28]4[NH:29][C:30]([C:32]([F:38])([F:37])[C:33]([F:36])([F:35])[F:34])=[N:31][C:27]=4[CH:26]=3)=[CH:17][CH:16]=2)=[C:11]([CH3:60])[CH:10]=1)=[O:8].[ClH:62], predict the reaction product. The product is: [ClH:62].[NH2:52][CH2:51][C@H:48]1[CH2:47][CH2:46][C@H:45]([C:43]([NH:42][C@H:22]([C:23](=[O:41])[NH:24][C:25]2[CH:40]=[CH:39][C:28]3[NH:29][C:30]([C:32]([F:38])([F:37])[C:33]([F:34])([F:35])[F:36])=[N:31][C:27]=3[CH:26]=2)[CH2:21][C:18]2[CH:19]=[CH:20][C:15]([C:12]3[CH:13]=[CH:14][C:9]([C:7]([NH:6][CH2:5][CH2:4][CH2:3][N:2]([CH3:61])[CH3:1])=[O:8])=[CH:10][C:11]=3[CH3:60])=[CH:16][CH:17]=2)=[O:44])[CH2:50][CH2:49]1. (4) Given the reactants [CH3:1][O:2][C:3]1[CH:4]=[C:5]([NH:9][CH:10]([C:28]2[CH:33]=[CH:32][CH:31]=[CH:30][CH:29]=2)[C:11]([C:13]2[C:21]3[C:16](=[CH:17][CH:18]=[CH:19][CH:20]=3)[N:15]([CH2:22][C:23]([O:25]CC)=[O:24])[CH:14]=2)=[O:12])[CH:6]=[CH:7][CH:8]=1.[OH-].[Na+], predict the reaction product. The product is: [CH3:1][O:2][C:3]1[CH:4]=[C:5]([NH:9][CH:10]([C:28]2[CH:33]=[CH:32][CH:31]=[CH:30][CH:29]=2)[C:11]([C:13]2[C:21]3[C:16](=[CH:17][CH:18]=[CH:19][CH:20]=3)[N:15]([CH2:22][C:23]([OH:25])=[O:24])[CH:14]=2)=[O:12])[CH:6]=[CH:7][CH:8]=1. (5) The product is: [CH3:14][S:15][CH:16]([CH3:20])[C:17](=[N:6][C:5]1[C:4]([CH:1]([CH3:3])[CH3:2])=[CH:10][CH:9]=[CH:8][C:7]=1[CH:11]([CH3:13])[CH3:12])[CH3:18]. Given the reactants [CH:1]([C:4]1[CH:10]=[CH:9][CH:8]=[C:7]([CH:11]([CH3:13])[CH3:12])[C:5]=1[NH2:6])([CH3:3])[CH3:2].[CH3:14][S:15][CH:16]([CH3:20])[C:17](=O)[CH3:18], predict the reaction product. (6) Given the reactants Cl.Br[C:3]1[CH:8]=[CH:7][N:6]=[CH:5][CH:4]=1.C([O-])([O-])=O.[Na+].[Na+].C([Mg]Cl)(C)C.[CH3:20][C:21]([O:24][C:25]([NH:27][CH2:28][C:29](N(OC)C)=[O:30])=[O:26])([CH3:23])[CH3:22], predict the reaction product. The product is: [C:21]([O:24][C:25](=[O:26])[NH:27][CH2:28][C:29](=[O:30])[C:3]1[CH:8]=[CH:7][N:6]=[CH:5][CH:4]=1)([CH3:23])([CH3:20])[CH3:22].